Regression. Given two drug SMILES strings and cell line genomic features, predict the synergy score measuring deviation from expected non-interaction effect. From a dataset of NCI-60 drug combinations with 297,098 pairs across 59 cell lines. (1) Drug 1: C1=CN(C(=O)N=C1N)C2C(C(C(O2)CO)O)O.Cl. Drug 2: CCC1(C2=C(COC1=O)C(=O)N3CC4=CC5=C(C=CC(=C5CN(C)C)O)N=C4C3=C2)O.Cl. Cell line: MALME-3M. Synergy scores: CSS=34.5, Synergy_ZIP=-10.0, Synergy_Bliss=-0.463, Synergy_Loewe=1.58, Synergy_HSA=2.66. (2) Drug 1: CN1CCC(CC1)COC2=C(C=C3C(=C2)N=CN=C3NC4=C(C=C(C=C4)Br)F)OC. Drug 2: C1=CC(=CC=C1CC(C(=O)O)N)N(CCCl)CCCl.Cl. Cell line: MALME-3M. Synergy scores: CSS=16.5, Synergy_ZIP=-1.06, Synergy_Bliss=4.55, Synergy_Loewe=-1.14, Synergy_HSA=2.46. (3) Drug 1: CC(CN1CC(=O)NC(=O)C1)N2CC(=O)NC(=O)C2. Drug 2: CCC1(CC2CC(C3=C(CCN(C2)C1)C4=CC=CC=C4N3)(C5=C(C=C6C(=C5)C78CCN9C7C(C=CC9)(C(C(C8N6C)(C(=O)OC)O)OC(=O)C)CC)OC)C(=O)OC)O.OS(=O)(=O)O. Cell line: RXF 393. Synergy scores: CSS=35.8, Synergy_ZIP=-9.34, Synergy_Bliss=0.312, Synergy_Loewe=0.875, Synergy_HSA=3.37. (4) Drug 1: CN(CCCl)CCCl.Cl. Drug 2: CC1CCCC2(C(O2)CC(NC(=O)CC(C(C(=O)C(C1O)C)(C)C)O)C(=CC3=CSC(=N3)C)C)C. Cell line: BT-549. Synergy scores: CSS=34.4, Synergy_ZIP=-4.93, Synergy_Bliss=-6.78, Synergy_Loewe=-17.1, Synergy_HSA=-6.88. (5) Drug 1: CN(C)N=NC1=C(NC=N1)C(=O)N. Drug 2: C1=C(C(=O)NC(=O)N1)F. Cell line: COLO 205. Synergy scores: CSS=62.1, Synergy_ZIP=-1.47, Synergy_Bliss=-4.64, Synergy_Loewe=-7.81, Synergy_HSA=-3.74. (6) Drug 1: C1C(C(OC1N2C=NC3=C(N=C(N=C32)Cl)N)CO)O. Drug 2: C1=NC2=C(N=C(N=C2N1C3C(C(C(O3)CO)O)O)F)N. Cell line: NCI-H322M. Synergy scores: CSS=4.40, Synergy_ZIP=-1.57, Synergy_Bliss=-1.79, Synergy_Loewe=-5.72, Synergy_HSA=-3.79.